This data is from Reaction yield outcomes from USPTO patents with 853,638 reactions. The task is: Predict the reaction yield, written as a fraction of the theoretical maximum amount of product (1.0 means a 100% yield; for example, 0.34 means a 34% yield). (1) The reactants are [CH:1]([C:4]1[CH:9]=[CH:8][C:7]([OH:10])=[CH:6][CH:5]=1)([CH3:3])[CH3:2].[Br:11]N1C(=O)CCC1=O. No catalyst specified. The product is [Br:11][C:6]1[CH:5]=[C:4]([CH:1]([CH3:3])[CH3:2])[CH:9]=[CH:8][C:7]=1[OH:10]. The yield is 0.650. (2) The reactants are [CH3:1][C:2]1[CH:7]=[C:6]([CH3:8])[NH:5][C:4](=[O:9])[C:3]=1[C:10]([O:12][CH2:13][CH3:14])=[O:11].[C:15]1(B(O)O)[CH:20]=[CH:19][CH:18]=[CH:17][CH:16]=1.N1C=CC=CC=1. The catalyst is O1CCOCC1. The product is [CH3:1][C:2]1[CH:7]=[C:6]([CH3:8])[N:5]([C:15]2[CH:20]=[CH:19][CH:18]=[CH:17][CH:16]=2)[C:4](=[O:9])[C:3]=1[C:10]([O:12][CH2:13][CH3:14])=[O:11]. The yield is 0.312. (3) The reactants are [CH3:1][C:2]1([CH3:40])[O:6][C@H:5]([CH2:7][O:8][C:9]2[CH:14]=[CH:13][C:12]([C:15]([C:20]3[CH:25]=[CH:24][C:23]([C:26]#[C:27][C:28]([C:34]([F:37])([F:36])[F:35])([OH:33])[C:29]([F:32])([F:31])[F:30])=[C:22]([CH3:38])[CH:21]=3)([CH2:18][CH3:19])[CH2:16][CH3:17])=[CH:11][C:10]=2[CH3:39])[CH2:4][O:3]1. The catalyst is CO.[Pd]. The product is [CH3:40][C:2]1([CH3:1])[O:6][C@H:5]([CH2:7][O:8][C:9]2[CH:14]=[CH:13][C:12]([C:15]([C:20]3[CH:25]=[CH:24][C:23]([CH2:26][CH2:27][C:28]([C:34]([F:36])([F:35])[F:37])([OH:33])[C:29]([F:32])([F:30])[F:31])=[C:22]([CH3:38])[CH:21]=3)([CH2:18][CH3:19])[CH2:16][CH3:17])=[CH:11][C:10]=2[CH3:39])[CH2:4][O:3]1. The yield is 0.960.